Dataset: Peptide-MHC class II binding affinity with 134,281 pairs from IEDB. Task: Regression. Given a peptide amino acid sequence and an MHC pseudo amino acid sequence, predict their binding affinity value. This is MHC class II binding data. (1) The peptide sequence is IPTAFKIGKTYTPEE. The MHC is HLA-DQA10501-DQB10201 with pseudo-sequence HLA-DQA10501-DQB10201. The binding affinity (normalized) is 0.0790. (2) The peptide sequence is DDYTEYKLTESIDNI. The MHC is HLA-DQA10102-DQB10602 with pseudo-sequence HLA-DQA10102-DQB10602. The binding affinity (normalized) is 0.236. (3) The peptide sequence is QPCNGVTMNDVKIEY. The MHC is HLA-DPA10103-DPB10201 with pseudo-sequence HLA-DPA10103-DPB10201. The binding affinity (normalized) is 0.349.